Predict the reaction yield, written as a fraction of the theoretical maximum amount of product (1.0 means a 100% yield; for example, 0.34 means a 34% yield). From a dataset of Reaction yield outcomes from USPTO patents with 853,638 reactions. (1) The reactants are Br[C:2]1[CH:7]=[CH:6][C:5]([C:8](=[O:20])[CH2:9][CH2:10][C:11](=[O:19])[CH2:12][CH2:13][C:14]([O:16][CH2:17][CH3:18])=[O:15])=[CH:4][CH:3]=1.[O:21]1[CH2:25][CH2:24][NH:23][C:22]1=[O:26].N1CCC[C@H]1C(O)=O.C([O-])([O-])=O.[K+].[K+]. The catalyst is O1CCOCC1.[Cu]I. The product is [O:19]=[C:11]([CH2:10][CH2:9][C:8](=[O:20])[C:5]1[CH:6]=[CH:7][C:2]([N:23]2[CH2:24][CH2:25][O:21][C:22]2=[O:26])=[CH:3][CH:4]=1)[CH2:12][CH2:13][C:14]([O:16][CH2:17][CH3:18])=[O:15]. The yield is 0.100. (2) The reactants are [Cl:1][C:2]1[S:6][C:5]([C:7]([O:9][CH3:10])=[O:8])=[CH:4][C:3]=1I.C([O-])([O-])=O.[K+].[K+].CC1(C)COB([C:25]2[N:29]([CH3:30])[N:28]=[CH:27][CH:26]=2)OC1. The catalyst is O1CCOCC1.O.C1C=CC([P]([Pd]([P](C2C=CC=CC=2)(C2C=CC=CC=2)C2C=CC=CC=2)([P](C2C=CC=CC=2)(C2C=CC=CC=2)C2C=CC=CC=2)[P](C2C=CC=CC=2)(C2C=CC=CC=2)C2C=CC=CC=2)(C2C=CC=CC=2)C2C=CC=CC=2)=CC=1. The product is [Cl:1][C:2]1[S:6][C:5]([C:7]([O:9][CH3:10])=[O:8])=[CH:4][C:3]=1[C:25]1[N:29]([CH3:30])[N:28]=[CH:27][CH:26]=1. The yield is 0.240. (3) The reactants are C([Sn](CCCC)(CCCC)[C:6]1[CH:11]=[CH:10][CH:9]=[CH:8][N:7]=1)CCC.[N:20]([CH:23]([C:25]1[N:26]=[C:27]2[S:35][CH:34]=[C:33]([CH3:36])[N:28]2[C:29](=[O:32])[C:30]=1Br)[CH3:24])=[N+:21]=[N-:22]. The catalyst is O1CCOCC1.C1C=CC([P]([Pd]([P](C2C=CC=CC=2)(C2C=CC=CC=2)C2C=CC=CC=2)([P](C2C=CC=CC=2)(C2C=CC=CC=2)C2C=CC=CC=2)[P](C2C=CC=CC=2)(C2C=CC=CC=2)C2C=CC=CC=2)(C2C=CC=CC=2)C2C=CC=CC=2)=CC=1. The product is [N:20]([CH:23]([C:25]1[N:26]=[C:27]2[S:35][CH:34]=[C:33]([CH3:36])[N:28]2[C:29](=[O:32])[C:30]=1[C:6]1[CH:11]=[CH:10][CH:9]=[CH:8][N:7]=1)[CH3:24])=[N+:21]=[N-:22]. The yield is 0.130. (4) The reactants are C(OC([NH:8][CH:9]1[C:18]2[C:13](=[CH:14][CH:15]=[C:16]([NH:19][C:20]([C:22]3[C:31](=[O:32])[C:30]4[C:25](=[CH:26][CH:27]=[CH:28][CH:29]=4)[NH:24][CH:23]=3)=[O:21])[CH:17]=2)[CH2:12][CH2:11][CH2:10]1)=O)(C)(C)C.C(O)(C(F)(F)F)=O. The catalyst is ClCCl. The product is [NH2:8][CH:9]1[C:18]2[C:13](=[CH:14][CH:15]=[C:16]([NH:19][C:20]([C:22]3[C:31](=[O:32])[C:30]4[C:25](=[CH:26][CH:27]=[CH:28][CH:29]=4)[NH:24][CH:23]=3)=[O:21])[CH:17]=2)[CH2:12][CH2:11][CH2:10]1. The yield is 0.930. (5) The reactants are [CH3:1][N:2]([CH3:45])[CH2:3][CH2:4][N:5]1[CH2:10][CH2:9][N:8]([C:11]([C:13]2[CH:18]=[CH:17][CH:16]=[C:15]([C:19]3[CH:20]=[C:21]4[C:27]([C:28]5[CH:33]=[C:32]([F:34])[CH:31]=[CH:30][C:29]=5[O:35][CH3:36])=[N:26][N:25](COCC[Si](C)(C)C)[C:22]4=[N:23][CH:24]=3)[CH:14]=2)=[O:12])[CH2:7][CH2:6]1.[OH-].[Na+]. The catalyst is Cl(O)(=O)(=O)=O.CO. The product is [CH3:1][N:2]([CH3:45])[CH2:3][CH2:4][N:5]1[CH2:10][CH2:9][N:8]([C:11]([C:13]2[CH:18]=[CH:17][CH:16]=[C:15]([C:19]3[CH:20]=[C:21]4[C:27]([C:28]5[CH:33]=[C:32]([F:34])[CH:31]=[CH:30][C:29]=5[O:35][CH3:36])=[N:26][NH:25][C:22]4=[N:23][CH:24]=3)[CH:14]=2)=[O:12])[CH2:7][CH2:6]1. The yield is 0.640. (6) The reactants are [CH:1]1([CH:7]([C:9]2[O:10][C:11]([C:15]3[CH:20]=[CH:19][C:18]([C:21]([F:24])([F:23])[F:22])=[CH:17][CH:16]=3)=[CH:12][C:13]=2[CH3:14])O)[CH2:6][CH2:5][CH2:4][CH2:3][CH2:2]1.C(Cl)(=O)C([Cl:28])=O.C(N(CC)CC)C.O. The catalyst is ClCCl. The product is [Cl:28][CH:7]([CH:1]1[CH2:6][CH2:5][CH2:4][CH2:3][CH2:2]1)[C:9]1[O:10][C:11]([C:15]2[CH:20]=[CH:19][C:18]([C:21]([F:24])([F:23])[F:22])=[CH:17][CH:16]=2)=[CH:12][C:13]=1[CH3:14]. The yield is 1.00.